From a dataset of Forward reaction prediction with 1.9M reactions from USPTO patents (1976-2016). Predict the product of the given reaction. (1) The product is: [NH4+:4].[OH-:23].[C:11]([C:8]1[CH:9]=[C:10]2[C:5](=[CH:6][CH:7]=1)[N:4]([CH2:27][O:28][C:29](=[O:34])[C:30]([CH3:33])([CH3:32])[CH3:31])[C:3]([C:13]1[CH:14]=[N:15][CH:16]=[CH:17][CH:18]=1)=[C:2]2[CH3:1])#[N:12]. Given the reactants [CH3:1][C:2]1[C:10]2[C:5](=[CH:6][CH:7]=[C:8]([C:11]#[N:12])[CH:9]=2)[NH:4][C:3]=1[C:13]1[CH:14]=[N:15][CH:16]=[CH:17][CH:18]=1.CN(C=[O:23])C.[H-].[Na+].Cl[CH2:27][O:28][C:29](=[O:34])[C:30]([CH3:33])([CH3:32])[CH3:31], predict the reaction product. (2) Given the reactants [CH:1]([N:4]1[C:8]([C:9]2[S:10][C:11]3[CH2:12][CH2:13][O:14][C:15]4[CH:22]=[C:21]([CH:23]5[CH2:28][CH2:27][N:26]([C:29]([CH3:33])([CH3:32])[C:30]#[N:31])[CH2:25][CH2:24]5)[CH:20]=[CH:19][C:16]=4[C:17]=3[N:18]=2)=[N:7][CH:6]=[N:5]1)([CH3:3])[CH3:2].S(=O)(=O)(O)[OH:35].C(=O)([O-])[O-].[Na+].[Na+], predict the reaction product. The product is: [CH:1]([N:4]1[C:8]([C:9]2[S:10][C:11]3[CH2:12][CH2:13][O:14][C:15]4[CH:22]=[C:21]([CH:23]5[CH2:28][CH2:27][N:26]([C:29]([CH3:33])([CH3:32])[C:30]([NH2:31])=[O:35])[CH2:25][CH2:24]5)[CH:20]=[CH:19][C:16]=4[C:17]=3[N:18]=2)=[N:7][CH:6]=[N:5]1)([CH3:3])[CH3:2].